From a dataset of Forward reaction prediction with 1.9M reactions from USPTO patents (1976-2016). Predict the product of the given reaction. The product is: [Br:1][C:2]1[CH:3]=[C:4]([CH2:5][N:10]2[CH2:14][CH2:13][CH2:12][CH2:11]2)[CH:7]=[CH:8][N:9]=1. Given the reactants [Br:1][C:2]1[CH:3]=[C:4]([CH:7]=[CH:8][N:9]=1)[CH:5]=O.[NH:10]1[CH2:14][CH2:13][CH2:12][CH2:11]1.C(O[BH-](OC(=O)C)OC(=O)C)(=O)C.[Na+].C(=O)([O-])O.[Na+], predict the reaction product.